From a dataset of Full USPTO retrosynthesis dataset with 1.9M reactions from patents (1976-2016). Predict the reactants needed to synthesize the given product. (1) Given the product [O:38]=[C:36]1[NH:35][C:34](=[O:39])[CH:33]([CH2:32][C:29]2[CH:28]=[CH:27][C:26]([C:22]3[CH:23]=[CH:24][CH:25]=[C:20]([CH2:19][N:17]([CH3:18])[C:16](=[O:40])[C:13]4[CH:12]=[CH:11][C:10]([OH:9])=[CH:15][CH:14]=4)[CH:21]=3)=[CH:31][CH:30]=2)[S:37]1, predict the reactants needed to synthesize it. The reactants are: C(=O)([O-])O.[Na+].C([O:9][C:10]1[CH:15]=[CH:14][C:13]([C:16](=[O:40])[N:17]([CH2:19][C:20]2[CH:21]=[C:22]([C:26]3[CH:31]=[CH:30][C:29]([CH2:32][CH:33]4[S:37][C:36](=[O:38])[NH:35][C:34]4=[O:39])=[CH:28][CH:27]=3)[CH:23]=[CH:24][CH:25]=2)[CH3:18])=[CH:12][CH:11]=1)(=O)C.Cl. (2) Given the product [F:31][C:28]1[CH:29]=[CH:30][C:25]([C:14]2[C:15]3[CH:22]=[CH:21][C:20]([O:23][CH3:24])=[CH:19][C:16]=3[S:17](=[O:18])[C:13]=2[O:11][C:8]2[CH:9]=[CH:10][C:5]([O:4][CH3:3])=[CH:6][CH:7]=2)=[CH:26][CH:27]=1, predict the reactants needed to synthesize it. The reactants are: [H-].[Na+].[CH3:3][O:4][C:5]1[CH:10]=[CH:9][C:8]([OH:11])=[CH:7][CH:6]=1.Br[C:13]1[S:17](=[O:18])[C:16]2[CH:19]=[C:20]([O:23][CH3:24])[CH:21]=[CH:22][C:15]=2[C:14]=1[C:25]1[CH:30]=[CH:29][C:28]([F:31])=[CH:27][CH:26]=1.C(OCC)(=O)C.